This data is from Peptide-MHC class I binding affinity with 185,985 pairs from IEDB/IMGT. The task is: Regression. Given a peptide amino acid sequence and an MHC pseudo amino acid sequence, predict their binding affinity value. This is MHC class I binding data. (1) The peptide sequence is IWEVEDYGF. The MHC is HLA-A24:02 with pseudo-sequence HLA-A24:02. The binding affinity (normalized) is 0.582. (2) The peptide sequence is AYGSRFHEW. The MHC is HLA-A01:01 with pseudo-sequence HLA-A01:01. The binding affinity (normalized) is 0.0847. (3) The peptide sequence is RPMTYKAAV. The MHC is HLA-B51:01 with pseudo-sequence HLA-B51:01. The binding affinity (normalized) is 0. (4) The peptide sequence is VQLSNNKYVL. The binding affinity (normalized) is 0.221. The MHC is HLA-A02:01 with pseudo-sequence HLA-A02:01. (5) The peptide sequence is ATGTDMPGGY. The MHC is HLA-A29:02 with pseudo-sequence HLA-A29:02. The binding affinity (normalized) is 0.160. (6) The peptide sequence is LPPVVPPLI. The MHC is HLA-B51:01 with pseudo-sequence HLA-B51:01. The binding affinity (normalized) is 0.510. (7) The peptide sequence is KLVDFRELNK. The MHC is HLA-A02:06 with pseudo-sequence HLA-A02:06. The binding affinity (normalized) is 0. (8) The peptide sequence is CSEFIRIIR. The binding affinity (normalized) is 0.388. The MHC is HLA-A33:01 with pseudo-sequence HLA-A33:01.